Task: Predict the reaction yield, written as a fraction of the theoretical maximum amount of product (1.0 means a 100% yield; for example, 0.34 means a 34% yield).. Dataset: Reaction yield outcomes from USPTO patents with 853,638 reactions (1) The reactants are [NH:1]1[C:9]2[C:4](=[CH:5][CH:6]=[CH:7][C:8]=2[C:10]([OH:12])=O)[CH:3]=[CH:2]1.CN(C(ON1N=NC2C=CC=CC1=2)=[N+](C)C)C.[B-](F)(F)(F)F.C(N(CC)C(C)C)(C)C.[C:44]([C:48]1[CH:64]=[CH:63][C:51]([CH2:52][NH:53][CH2:54][CH2:55][CH2:56][C:57]2[CH:62]=[CH:61][CH:60]=[CH:59][CH:58]=2)=[CH:50][CH:49]=1)([CH3:47])([CH3:46])[CH3:45]. The catalyst is CN(C=O)C.O. The product is [C:44]([C:48]1[CH:64]=[CH:63][C:51]([CH2:52][N:53]([CH2:54][CH2:55][CH2:56][C:57]2[CH:62]=[CH:61][CH:60]=[CH:59][CH:58]=2)[C:10]([C:8]2[CH:7]=[CH:6][CH:5]=[C:4]3[C:9]=2[NH:1][CH:2]=[CH:3]3)=[O:12])=[CH:50][CH:49]=1)([CH3:47])([CH3:45])[CH3:46]. The yield is 0.630. (2) The reactants are [CH2:1]([S:3][C:4]1[CH:12]=[CH:11][C:10]([S:13]([CH3:16])(=[O:15])=[O:14])=[CH:9][C:5]=1[C:6]([OH:8])=O)[CH3:2].[F:17][C:18]1[CH:23]=[C:22]([S:24]([CH3:27])(=[O:26])=[O:25])[CH:21]=[CH:20][C:19]=1[N:28]1[CH2:33][CH2:32][NH:31][CH2:30][CH2:29]1. No catalyst specified. The product is [CH2:1]([S:3][C:4]1[CH:12]=[CH:11][C:10]([S:13]([CH3:16])(=[O:15])=[O:14])=[CH:9][C:5]=1[C:6]([N:31]1[CH2:30][CH2:29][N:28]([C:19]2[CH:20]=[CH:21][C:22]([S:24]([CH3:27])(=[O:26])=[O:25])=[CH:23][C:18]=2[F:17])[CH2:33][CH2:32]1)=[O:8])[CH3:2]. The yield is 0.740. (3) The yield is 0.870. The reactants are [C:1]([C:5]1[CH:6]=[C:7]2[C:11](=[CH:12][C:13]=1[N+:14]([O-])=O)[NH:10][CH:9]=[CH:8]2)([CH3:4])([CH3:3])[CH3:2]. The catalyst is CO.[Ni]. The product is [C:1]([C:5]1[CH:6]=[C:7]2[C:11](=[CH:12][C:13]=1[NH2:14])[NH:10][CH:9]=[CH:8]2)([CH3:4])([CH3:2])[CH3:3]. (4) The reactants are [NH:1]1[C:9]2[C:4](=[CH:5][CH:6]=[CH:7][CH:8]=2)[C:3](/[CH:10]=[C:11]2\[O:12][C:13]3[C:20]([CH:21]([N:23]4[CH2:28][CH2:27][N:26](C(OC(C)(C)C)=O)[CH2:25][CH2:24]4)[CH3:22])=[C:19]([OH:36])[CH:18]=[CH:17][C:14]=3[C:15]\2=[O:16])=[N:2]1.Cl. The catalyst is C(Cl)Cl.O1CCOCC1. The product is [NH:1]1[C:9]2[C:4](=[CH:5][CH:6]=[CH:7][CH:8]=2)[C:3](/[CH:10]=[C:11]2\[O:12][C:13]3[C:20]([CH:21]([N:23]4[CH2:24][CH2:25][NH:26][CH2:27][CH2:28]4)[CH3:22])=[C:19]([OH:36])[CH:18]=[CH:17][C:14]=3[C:15]\2=[O:16])=[N:2]1. The yield is 0.500. (5) The yield is 0.920. The catalyst is C1(C)C=CC=CC=1. The reactants are [C:1]1([CH:7](O)[CH2:8][CH3:9])[CH:6]=[CH:5][CH:4]=[CH:3][CH:2]=1. The product is [CH3:9][CH:8]=[CH:7][C:1]1[CH:6]=[CH:5][CH:4]=[CH:3][CH:2]=1. (6) The reactants are [F:1][C:2]1[CH:3]=[C:4]([CH:6]=[CH:7][C:8]=1[N:9]1[CH2:14][CH2:13][O:12][CH2:11][CH2:10]1)[NH2:5].C[Al](C)C.C[O:20][C:21](=O)/[CH:22]=[C:23](\[NH:25][C:26](=O)[CH2:27][S:28][C:29]1[CH:34]=[CH:33][CH:32]=[C:31]([F:35])[CH:30]=1)/[CH3:24]. The catalyst is C(Cl)Cl. The product is [F:35][C:31]1[CH:30]=[C:29]([S:28][CH2:27][C:26]2[N:5]([C:4]3[CH:6]=[CH:7][C:8]([N:9]4[CH2:14][CH2:13][O:12][CH2:11][CH2:10]4)=[C:2]([F:1])[CH:3]=3)[C:21](=[O:20])[CH:22]=[C:23]([CH3:24])[N:25]=2)[CH:34]=[CH:33][CH:32]=1. The yield is 0.670. (7) The reactants are C12BC(CCC1)CCC2.[C:10]1([CH3:35])[CH:15]=[CH:14][C:13]([S:16]([N:19]2[C:27]3[C:22](=[CH:23][C:24]([C:28]#[N:29])=[CH:25][CH:26]=3)[C:21]([CH:30]3[CH2:32][CH:31]3[CH:33]=[CH2:34])=[CH:20]2)(=[O:18])=[O:17])=[CH:12][CH:11]=1.[OH-:36].[Na+].OO. The catalyst is C1COCC1.C(O)C. The product is [OH:36][CH2:34][CH2:33][CH:31]1[CH2:32][CH:30]1[C:21]1[C:22]2[C:27](=[CH:26][CH:25]=[C:24]([C:28]#[N:29])[CH:23]=2)[N:19]([S:16]([C:13]2[CH:12]=[CH:11][C:10]([CH3:35])=[CH:15][CH:14]=2)(=[O:18])=[O:17])[CH:20]=1. The yield is 0.450.